Dataset: Forward reaction prediction with 1.9M reactions from USPTO patents (1976-2016). Task: Predict the product of the given reaction. (1) Given the reactants [Cl:1][C:2]1[CH:3]=[N:4][CH:5]=[CH:6][C:7]=1[CH2:8][NH:9][C:10]1[N:15]=[CH:14][C:13]([CH:16]=[O:17])=[CH:12][CH:11]=1.[C:18]([O:22][C:23](O[C:23]([O:22][C:18]([CH3:21])([CH3:20])[CH3:19])=[O:24])=[O:24])([CH3:21])([CH3:20])[CH3:19].C(N(CC)CC)C, predict the reaction product. The product is: [C:18]([O:22][C:23](=[O:24])[N:9]([CH2:8][C:7]1[CH:6]=[CH:5][N:4]=[CH:3][C:2]=1[Cl:1])[C:10]1[CH:11]=[CH:12][C:13]([CH:16]=[O:17])=[CH:14][N:15]=1)([CH3:21])([CH3:20])[CH3:19]. (2) Given the reactants [CH3:1][O:2][C:3]1[C:4]([N+:16]([O-])=O)=[C:5]([NH:11][CH2:12][C:13](O)=[O:14])[CH:6]=[CH:7][C:8]=1[O:9][CH3:10], predict the reaction product. The product is: [CH3:10][O:9][C:8]1[C:3]([O:2][CH3:1])=[C:4]2[C:5]([NH:11][CH2:12][C:13](=[O:14])[NH:16]2)=[CH:6][CH:7]=1. (3) Given the reactants [CH3:1][O:2][C:3](=[O:25])[CH2:4][C@@H:5]([NH:17]C(OC(C)(C)C)=O)[CH2:6][S:7][CH2:8][C:9]1[CH:14]=[CH:13][C:12]([O:15][CH3:16])=[CH:11][CH:10]=1.Cl.O1CCOCC1, predict the reaction product. The product is: [CH3:1][O:2][C:3](=[O:25])[CH2:4][C@@H:5]([NH2:17])[CH2:6][S:7][CH2:8][C:9]1[CH:10]=[CH:11][C:12]([O:15][CH3:16])=[CH:13][CH:14]=1. (4) Given the reactants [NH2:1][CH2:2][C:3]1[CH:4]=[C:5]([CH:8]=[C:9]([Br:11])[CH:10]=1)[C:6]#[N:7].C([O-])([O-])=O.[Na+].[Na+].[CH3:18][C:19]([O:22][C:23](O[C:23]([O:22][C:19]([CH3:21])([CH3:20])[CH3:18])=[O:24])=[O:24])([CH3:21])[CH3:20], predict the reaction product. The product is: [Br:11][C:9]1[CH:8]=[C:5]([CH2:6][NH:7][C:23](=[O:24])[O:22][C:19]([CH3:21])([CH3:20])[CH3:18])[CH:4]=[C:3]([C:2]#[N:1])[CH:10]=1. (5) Given the reactants [H-].[Na+].[CH2:3]([N:10]1[CH2:15][CH2:14][C:13]([NH:22][C:23](=[O:29])[O:24][C:25]([CH3:28])([CH3:27])[CH3:26])([C:16]2[CH:21]=[CH:20][N:19]=[CH:18][CH:17]=2)[CH2:12][CH2:11]1)[C:4]1[CH:9]=[CH:8][CH:7]=[CH:6][CH:5]=1.[CH3:30]I, predict the reaction product. The product is: [CH2:3]([N:10]1[CH2:15][CH2:14][C:13]([N:22]([CH3:30])[C:23](=[O:29])[O:24][C:25]([CH3:26])([CH3:28])[CH3:27])([C:16]2[CH:21]=[CH:20][N:19]=[CH:18][CH:17]=2)[CH2:12][CH2:11]1)[C:4]1[CH:5]=[CH:6][CH:7]=[CH:8][CH:9]=1. (6) Given the reactants Cl[C:2]1[N:7]=[N:6][C:5]([C:8]([NH:10][CH2:11][CH2:12][CH:13]([CH3:15])[CH3:14])=[O:9])=[CH:4][CH:3]=1.[CH2:16]([CH:23]1[CH2:27][CH2:26][NH:25][CH2:24]1)[C:17]1[CH:22]=[CH:21][CH:20]=[CH:19][CH:18]=1, predict the reaction product. The product is: [CH2:16]([CH:23]1[CH2:27][CH2:26][N:25]([C:2]2[N:7]=[N:6][C:5]([C:8]([NH:10][CH2:11][CH2:12][CH:13]([CH3:15])[CH3:14])=[O:9])=[CH:4][CH:3]=2)[CH2:24]1)[C:17]1[CH:22]=[CH:21][CH:20]=[CH:19][CH:18]=1.